This data is from Forward reaction prediction with 1.9M reactions from USPTO patents (1976-2016). The task is: Predict the product of the given reaction. Given the reactants [CH:1]1([C:5]([NH:7][NH:8][C:9]([C:11]2[C:15]([CH3:16])=[C:14]([C:17]3[CH:22]=[CH:21][C:20]([Cl:23])=[CH:19][CH:18]=3)[N:13]([C:24]3[CH:29]=[CH:28][C:27]([Cl:30])=[CH:26][C:25]=3[Cl:31])[N:12]=2)=O)=O)[CH2:4][CH2:3][CH2:2]1.COC1C=CC(P2(SP(C3C=CC(OC)=CC=3)(=S)S2)=[S:41])=CC=1, predict the reaction product. The product is: [Cl:23][C:20]1[CH:21]=[CH:22][C:17]([C:14]2[N:13]([C:24]3[CH:29]=[CH:28][C:27]([Cl:30])=[CH:26][C:25]=3[Cl:31])[N:12]=[C:11]([C:9]3[S:41][C:5]([CH:1]4[CH2:4][CH2:3][CH2:2]4)=[N:7][N:8]=3)[C:15]=2[CH3:16])=[CH:18][CH:19]=1.